Dataset: Full USPTO retrosynthesis dataset with 1.9M reactions from patents (1976-2016). Task: Predict the reactants needed to synthesize the given product. Given the product [CH3:12][O:11][C:8]1[CH:9]=[CH:10][C:2]2[NH:1][C:13](=[O:14])[O:5][C:4](=[O:6])[C:3]=2[CH:7]=1, predict the reactants needed to synthesize it. The reactants are: [NH2:1][C:2]1[CH:10]=[CH:9][C:8]([O:11][CH3:12])=[CH:7][C:3]=1[C:4]([OH:6])=[O:5].[C:13](Cl)(Cl)=[O:14].